The task is: Predict the reactants needed to synthesize the given product.. This data is from Full USPTO retrosynthesis dataset with 1.9M reactions from patents (1976-2016). (1) Given the product [C:1]([C@H:5]1[CH2:10][CH2:9][C@H:8]([O:11][C:12]2[CH:13]=[C:14]3[C:18](=[CH:19][CH:20]=2)[N:17]([C:30](=[O:31])[CH2:29][Cl:28])[CH2:16][CH2:15]3)[CH2:7][CH2:6]1)([CH3:4])([CH3:2])[CH3:3], predict the reactants needed to synthesize it. The reactants are: [C:1]([CH:5]1[CH2:10][CH2:9][CH:8]([O:11][C:12]2[CH:13]=[C:14]3[C:18](=[CH:19][CH:20]=2)[NH:17][CH2:16][CH2:15]3)[CH2:7][CH2:6]1)([CH3:4])([CH3:3])[CH3:2].C(N(CC)CC)C.[Cl:28][CH2:29][C:30](Cl)=[O:31]. (2) Given the product [Cl:21][C:15]1[CH:16]=[C:17]([Cl:20])[CH:18]=[CH:19][C:14]=1[CH:5]1[N:6]=[C:7]([C:9]2[S:10][CH:11]=[N:12][N:13]=2)[NH:8][C:3]([CH2:2][N:27]2[CH2:32][CH2:31][O:30][CH2:29][CH:28]2[C:33]([OH:35])=[O:34])=[C:4]1[C:22]([O:24][CH2:25][CH3:26])=[O:23], predict the reactants needed to synthesize it. The reactants are: Br[CH2:2][C:3]1[NH:8][C:7]([C:9]2[S:10][CH:11]=[N:12][N:13]=2)=[N:6][CH:5]([C:14]2[CH:19]=[CH:18][C:17]([Cl:20])=[CH:16][C:15]=2[Cl:21])[C:4]=1[C:22]([O:24][CH2:25][CH3:26])=[O:23].[NH:27]1[CH2:32][CH2:31][O:30][CH2:29][CH:28]1[C:33]([OH:35])=[O:34]. (3) Given the product [F:1][C:2]1[CH:3]=[C:4]([CH2:8][CH2:9][C:10]2[O:14][C:13]([C:15]3[CH:20]=[CH:19][C:18]4[N:21]=[C:32]([NH2:31])[N:22]([C:23]5[CH:24]=[CH:25][C:26]([O:29][CH3:30])=[CH:27][CH:28]=5)[C:17]=4[CH:16]=3)=[N:12][N:11]=2)[CH:5]=[CH:6][CH:7]=1, predict the reactants needed to synthesize it. The reactants are: [F:1][C:2]1[CH:3]=[C:4]([CH2:8][CH2:9][C:10]2[O:14][C:13]([C:15]3[CH:16]=[C:17]([NH:22][C:23]4[CH:28]=[CH:27][C:26]([O:29][CH3:30])=[CH:25][CH:24]=4)[C:18]([NH2:21])=[CH:19][CH:20]=3)=[N:12][N:11]=2)[CH:5]=[CH:6][CH:7]=1.[N:31]#[C:32]Br.C(=O)([O-])O.[Na+]. (4) The reactants are: [CH3:1][NH:2][C:3]1[CH:8]=[CH:7][CH:6]=[CH:5][CH:4]=1.[Br:9][CH2:10][C:11](Br)=[O:12]. Given the product [Br:9][CH2:10][C:11]([N:2]([CH3:1])[C:3]1[CH:8]=[CH:7][CH:6]=[CH:5][CH:4]=1)=[O:12], predict the reactants needed to synthesize it. (5) Given the product [I:1][C:2]1[C:10]2[C:5](=[N:6][CH:7]=[N:8][C:9]=2[NH2:11])[N:4]([CH:12]2[CH2:17][CH2:16][N:15]([CH3:20])[CH2:14][CH2:13]2)[N:3]=1, predict the reactants needed to synthesize it. The reactants are: [I:1][C:2]1[C:10]2[C:5](=[N:6][CH:7]=[N:8][C:9]=2[NH2:11])[N:4]([CH:12]2[CH2:17][CH2:16][NH:15][CH2:14][CH2:13]2)[N:3]=1.C=O.[C:20](O[BH-](OC(=O)C)OC(=O)C)(=O)C.[Na+].C(=O)(O)[O-].[Na+].[OH-].[Na+].